Predict the product of the given reaction. From a dataset of Forward reaction prediction with 1.9M reactions from USPTO patents (1976-2016). (1) Given the reactants [Cl:1][C:2]1[C:3]([CH2:10][NH2:11])=[N:4][C:5]([CH3:9])=[N:6][C:7]=1[CH3:8].[H-].[Na+].ClC1C(CNCC2C=CC(OC3C=CC4N(C([N+]([O-])=O)=CN=4)N=3)=CN=2)=NC(C)=NC=1C.Cl[CH2:46][C:47]1[CH:52]=[CH:51][C:50]([O:53][CH2:54][C:55]2[CH:60]=[CH:59][CH:58]=[CH:57][CH:56]=2)=[CH:49][N:48]=1, predict the reaction product. The product is: [CH2:54]([O:53][C:50]1[CH:51]=[CH:52][C:47]([CH2:46][NH:11][CH2:10][C:3]2[C:2]([Cl:1])=[C:7]([CH3:8])[N:6]=[C:5]([CH3:9])[N:4]=2)=[N:48][CH:49]=1)[C:55]1[CH:56]=[CH:57][CH:58]=[CH:59][CH:60]=1. (2) Given the reactants [CH2:1]([O:3][C:4]([C:6]1[N:7]=[C:8]([C@H:11]([OH:19])[CH2:12][C@@H:13]([NH:17][CH3:18])[CH:14]([CH3:16])[CH3:15])[S:9][CH:10]=1)=[O:5])[CH3:2].ON1C2C=CC=CC=2N=N1.[NH:30]([C:39]([O:41][C:42]([CH3:45])([CH3:44])[CH3:43])=[O:40])[C@H:31]([C:36](O)=[O:37])[C@H:32]([CH2:34][CH3:35])[CH3:33], predict the reaction product. The product is: [CH2:1]([O:3][C:4]([C:6]1[N:7]=[C:8]([C@H:11]([O:19][C:36](=[O:37])[C@@H:31]([NH:30][C:39]([O:41][C:42]([CH3:43])([CH3:45])[CH3:44])=[O:40])[C@@H:32]([CH3:33])[CH2:34][CH3:35])[CH2:12][C@@H:13]([NH:17][CH3:18])[CH:14]([CH3:16])[CH3:15])[S:9][CH:10]=1)=[O:5])[CH3:2].